Predict the product of the given reaction. From a dataset of Forward reaction prediction with 1.9M reactions from USPTO patents (1976-2016). Given the reactants [CH3:1][O:2][C:3]([C:5]1[CH:6]=[CH:7][C:8]([C:11]([OH:13])=O)=[N:9][CH:10]=1)=[O:4].[C:14]([NH:19][NH2:20])(=[O:18])[CH:15]([CH3:17])[CH3:16].CCN=C=NCCCN(C)C.Cl.C1C=CC2N(O)N=NC=2C=1.O.C(N(CC)CC)C, predict the reaction product. The product is: [C:14]([NH:19][NH:20][C:11]([C:8]1[CH:7]=[CH:6][C:5]([C:3]([O:2][CH3:1])=[O:4])=[CH:10][N:9]=1)=[O:13])(=[O:18])[CH:15]([CH3:17])[CH3:16].